Task: Predict the product of the given reaction.. Dataset: Forward reaction prediction with 1.9M reactions from USPTO patents (1976-2016) (1) Given the reactants [NH2:1][C:2]1[C:11]2[C:6](=[CH:7][CH:8]=[C:9]([CH3:12])[CH:10]=2)[C:5](O)=[CH:4][N:3]=1.[C:14]([O:18][C:19]([N:21]1[CH2:26][CH2:25][CH:24]([O:27]S(C)(=O)=O)[CH2:23][CH2:22]1)=[O:20])([CH3:17])([CH3:16])[CH3:15].C([O-])([O-])=O.[K+].[K+].C(O)(=O)C, predict the reaction product. The product is: [C:14]([O:18][C:19]([N:21]1[CH2:26][CH2:25][CH:24]([O:27][C:8]2[CH:7]=[C:6]3[C:11](=[CH:10][C:9]=2[CH3:12])[C:2]([NH2:1])=[N:3][CH:4]=[CH:5]3)[CH2:23][CH2:22]1)=[O:20])([CH3:17])([CH3:15])[CH3:16]. (2) Given the reactants Br[CH2:2][C:3]1[C:12](=[O:13])[C:11]2[C:6](=[CH:7][C:8]([Cl:14])=[CH:9][CH:10]=2)[N:5]([C:15]2[CH:20]=[CH:19][CH:18]=[CH:17][CH:16]=2)[C:4]=1[C:21]([O:23][CH3:24])=[O:22].[N:25]1[C:34]2[C:29](=[CH:30][CH:31]=[CH:32][CH:33]=2)[C:28]([NH2:35])=[N:27][CH:26]=1.C(N(CC)C(C)C)(C)C.[H-].[Na+], predict the reaction product. The product is: [CH3:24][O:23][C:21]([C:4]1[N:5]([C:15]2[CH:20]=[CH:19][CH:18]=[CH:17][CH:16]=2)[C:6]2[C:11]([C:12](=[O:13])[C:3]=1[CH2:2][NH:35][C:28]1[C:29]3[C:34](=[CH:33][CH:32]=[CH:31][CH:30]=3)[N:25]=[CH:26][N:27]=1)=[CH:10][CH:9]=[C:8]([Cl:14])[CH:7]=2)=[O:22].